Dataset: HIV replication inhibition screening data with 41,000+ compounds from the AIDS Antiviral Screen. Task: Binary Classification. Given a drug SMILES string, predict its activity (active/inactive) in a high-throughput screening assay against a specified biological target. (1) The compound is COc1ccc2c(c1)C(O)NC(=O)O2. The result is 0 (inactive). (2) The compound is CN(C)c1ccc2c(c1)C(=O)N(OS(=O)(=O)c1ccccc1)C2=O. The result is 0 (inactive). (3) The molecule is CCOC(=O)c1c(C)c2c(n1C)CCc1c[nH]nc1-2. The result is 0 (inactive). (4) The drug is CCCNC(=O)NS(=O)(=O)c1ccc(Cl)cc1. The result is 0 (inactive). (5) The molecule is O=c1cc(-c2ccccc2)c2cc3c(=O)ccoc3cc2o1. The result is 0 (inactive).